Dataset: Full USPTO retrosynthesis dataset with 1.9M reactions from patents (1976-2016). Task: Predict the reactants needed to synthesize the given product. Given the product [C:1]([NH:4][C:5]1[CH:6]=[CH:7][CH:8]=[C:9]2[C:13]=1[N:12]([C:14](=[O:34])[CH2:15][NH:16][C:17](=[O:33])[C@@H:18]([NH:23][C:24](=[O:32])[CH2:25][C:26]1[CH:27]=[CH:28][CH:29]=[CH:30][CH:31]=1)[C@@H:19]([CH3:22])[CH2:20][CH3:21])[C@H:11]([C:35]([OH:37])=[O:36])[CH2:10]2)(=[O:3])[CH3:2], predict the reactants needed to synthesize it. The reactants are: [C:1]([NH:4][C:5]1[CH:6]=[CH:7][CH:8]=[C:9]2[C:13]=1[N:12]([C:14](=[O:34])[CH2:15][NH:16][C:17](=[O:33])[C@@H:18]([NH:23][C:24](=[O:32])[CH2:25][C:26]1[CH:31]=[CH:30][CH:29]=[CH:28][CH:27]=1)[C@@H:19]([CH3:22])[CH2:20][CH3:21])[C@H:11]([C:35]([O:37]CC)=[O:36])[CH2:10]2)(=[O:3])[CH3:2].O[Li].O.